Dataset: TCR-epitope binding with 47,182 pairs between 192 epitopes and 23,139 TCRs. Task: Binary Classification. Given a T-cell receptor sequence (or CDR3 region) and an epitope sequence, predict whether binding occurs between them. (1) The TCR CDR3 sequence is CASSIGTYGYTF. The epitope is FPPTSFGPL. Result: 0 (the TCR does not bind to the epitope). (2) The epitope is IYSKHTPINL. The TCR CDR3 sequence is CASSQDGQGVRETQYF. Result: 0 (the TCR does not bind to the epitope). (3) Result: 1 (the TCR binds to the epitope). The TCR CDR3 sequence is CASSLGWAGKTDTQYF. The epitope is NLVPMVATV. (4) The epitope is RIFTIGTVTLK. The TCR CDR3 sequence is CASREGNTGELFF. Result: 0 (the TCR does not bind to the epitope).